Dataset: Full USPTO retrosynthesis dataset with 1.9M reactions from patents (1976-2016). Task: Predict the reactants needed to synthesize the given product. (1) Given the product [Br:31][C:32]1[CH:33]=[N:34][N:35]2[CH:40]=[CH:39][C:38]([NH:41][C@@H:42]([CH:45]([CH3:47])[CH3:46])[CH2:43][N:2]3[C:3](=[O:10])[C:4]4[C:9](=[CH:8][CH:7]=[CH:6][CH:5]=4)[C:1]3=[O:11])=[N:37][C:36]=12, predict the reactants needed to synthesize it. The reactants are: [C:1]1(=[O:11])[C:9]2[C:4](=[CH:5][CH:6]=[CH:7][CH:8]=2)[C:3](=[O:10])[NH:2]1.C1(P(C2C=CC=CC=2)C2C=CC=CC=2)C=CC=CC=1.[Br:31][C:32]1[CH:33]=[N:34][N:35]2[CH:40]=[CH:39][C:38]([NH:41][C@@H:42]([CH:45]([CH3:47])[CH3:46])[CH2:43]O)=[N:37][C:36]=12.N(/C(OC(C)C)=O)=N\C(OC(C)C)=O. (2) Given the product [S:52]1[C:21]2[CH:20]=[CH:19][CH:18]=[CH:17][C:16]=2[N:15]=[C:14]1[NH:13][C@@H:9]1[CH2:10][CH2:11][CH2:12][C@@H:8]1[NH:7][C:5](=[O:6])[C:4]1[C:3]([O:2][CH3:1])=[CH:27][CH:26]=[CH:25][C:24]=1[O:28][CH3:29], predict the reactants needed to synthesize it. The reactants are: [CH3:1][O:2][C:3]1[CH:27]=[CH:26][CH:25]=[C:24]([O:28][CH3:29])[C:4]=1[C:5]([NH:7][C@H:8]1[CH2:12][CH2:11][CH2:10][C@H:9]1[NH:13][C:14]1C=N[C:21]2[C:16](=[CH:17][CH:18]=[CH:19][CH:20]=2)[N:15]=1)=[O:6].Cl.N[C@@H]1CCC[C@@H]1NC(=O)C1C(OC)=CC=CC=1OC.ClC1[S:52]C2C=CC=CC=2N=1.